This data is from NCI-60 drug combinations with 297,098 pairs across 59 cell lines. The task is: Regression. Given two drug SMILES strings and cell line genomic features, predict the synergy score measuring deviation from expected non-interaction effect. (1) Drug 1: C1CC(C1)(C(=O)O)C(=O)O.[NH2-].[NH2-].[Pt+2]. Drug 2: C(CCl)NC(=O)N(CCCl)N=O. Cell line: UO-31. Synergy scores: CSS=2.64, Synergy_ZIP=-0.233, Synergy_Bliss=1.51, Synergy_Loewe=-0.264, Synergy_HSA=-0.316. (2) Drug 1: CC12CCC3C(C1CCC2=O)CC(=C)C4=CC(=O)C=CC34C. Drug 2: CC1=C(C=C(C=C1)NC(=O)C2=CC=C(C=C2)CN3CCN(CC3)C)NC4=NC=CC(=N4)C5=CN=CC=C5. Cell line: SW-620. Synergy scores: CSS=10.8, Synergy_ZIP=3.48, Synergy_Bliss=2.57, Synergy_Loewe=-4.65, Synergy_HSA=-2.22. (3) Drug 2: C(CC(=O)O)C(=O)CN.Cl. Synergy scores: CSS=44.8, Synergy_ZIP=-0.00959, Synergy_Bliss=2.21, Synergy_Loewe=4.85, Synergy_HSA=6.47. Drug 1: C1=C(C(=O)NC(=O)N1)F. Cell line: HS 578T. (4) Drug 1: CS(=O)(=O)CCNCC1=CC=C(O1)C2=CC3=C(C=C2)N=CN=C3NC4=CC(=C(C=C4)OCC5=CC(=CC=C5)F)Cl. Drug 2: C1=CC(=C(C=C1I)F)NC2=C(C=CC(=C2F)F)C(=O)NOCC(CO)O. Cell line: UACC62. Synergy scores: CSS=60.5, Synergy_ZIP=6.60, Synergy_Bliss=5.08, Synergy_Loewe=5.80, Synergy_HSA=7.66. (5) Drug 1: C1=CC(=CC=C1CC(C(=O)O)N)N(CCCl)CCCl.Cl. Drug 2: CC1=C(N=C(N=C1N)C(CC(=O)N)NCC(C(=O)N)N)C(=O)NC(C(C2=CN=CN2)OC3C(C(C(C(O3)CO)O)O)OC4C(C(C(C(O4)CO)O)OC(=O)N)O)C(=O)NC(C)C(C(C)C(=O)NC(C(C)O)C(=O)NCCC5=NC(=CS5)C6=NC(=CS6)C(=O)NCCC[S+](C)C)O. Cell line: NCI-H460. Synergy scores: CSS=44.3, Synergy_ZIP=-2.28, Synergy_Bliss=-0.407, Synergy_Loewe=-0.142, Synergy_HSA=1.76. (6) Drug 2: CN(C(=O)NC(C=O)C(C(C(CO)O)O)O)N=O. Cell line: SK-MEL-5. Drug 1: CC1=CC2C(CCC3(C2CCC3(C(=O)C)OC(=O)C)C)C4(C1=CC(=O)CC4)C. Synergy scores: CSS=-4.09, Synergy_ZIP=1.86, Synergy_Bliss=-4.28, Synergy_Loewe=-14.6, Synergy_HSA=-13.7.